The task is: Predict the reaction yield, written as a fraction of the theoretical maximum amount of product (1.0 means a 100% yield; for example, 0.34 means a 34% yield).. This data is from Reaction yield outcomes from USPTO patents with 853,638 reactions. The product is [C:20]([O:24][C:25](=[O:32])[NH:26][C@H:27]1[CH2:31][CH2:30][N:29]([C:2]2[C:11]3[C:6](=[CH:7][C:8]([CH3:12])=[CH:9][CH:10]=3)[N:5]=[C:4]([C:13]3[CH:18]=[CH:17][CH:16]=[CH:15][C:14]=3[OH:19])[N:3]=2)[CH2:28]1)([CH3:23])([CH3:21])[CH3:22]. The catalyst is CN(C=O)C.O.C(Cl)Cl. The reactants are Cl[C:2]1[C:11]2[C:6](=[CH:7][C:8]([CH3:12])=[CH:9][CH:10]=2)[N:5]=[C:4]([C:13]2[CH:18]=[CH:17][CH:16]=[CH:15][C:14]=2[OH:19])[N:3]=1.[C:20]([O:24][C:25](=[O:32])[NH:26][C@H:27]1[CH2:31][CH2:30][NH:29][CH2:28]1)([CH3:23])([CH3:22])[CH3:21].C(N(CC)CC)C. The yield is 0.810.